From a dataset of Forward reaction prediction with 1.9M reactions from USPTO patents (1976-2016). Predict the product of the given reaction. (1) Given the reactants [CH2:1]([O:8][C:9]1[CH:17]=[C:16]2[C:12]([C:13]([C:18]3[N:26]([S:27]([C:30]4[CH:35]=[CH:34][C:33]([CH3:36])=[CH:32][CH:31]=4)(=[O:29])=[O:28])[C:21]4=[N:22][CH:23]=[CH:24][CH:25]=[C:20]4[CH:19]=3)=[CH:14][NH:15]2)=[CH:11][C:10]=1[O:37][CH3:38])[C:2]1[CH:7]=[CH:6][CH:5]=[CH:4][CH:3]=1.[H-].[Na+].[CH3:41]I.O, predict the reaction product. The product is: [CH2:1]([O:8][C:9]1[CH:17]=[C:16]2[C:12]([C:13]([C:18]3[N:26]([S:27]([C:30]4[CH:31]=[CH:32][C:33]([CH3:36])=[CH:34][CH:35]=4)(=[O:29])=[O:28])[C:21]4=[N:22][CH:23]=[CH:24][CH:25]=[C:20]4[CH:19]=3)=[CH:14][N:15]2[CH3:41])=[CH:11][C:10]=1[O:37][CH3:38])[C:2]1[CH:7]=[CH:6][CH:5]=[CH:4][CH:3]=1. (2) Given the reactants [C:1]([NH:4][C@@H:5]1[CH2:9][CH2:8][N:7]([CH2:10][C:11]2[C:32]([C:33]([F:36])([F:35])[F:34])=[CH:31][C:14]([C:15]([NH:17][CH2:18][C:19]3[CH:24]=[C:23]([Cl:25])[CH:22]=[CH:21][C:20]=3[S:26]([CH2:29][CH3:30])(=[O:28])=[O:27])=[O:16])=[C:13]([NH2:37])[C:12]=2[Cl:38])[CH2:6]1)(=[O:3])[CH3:2].ClC1C(C2OCCO2)=C(OC(F)(F)F)C=C2C=1N[C:47](=[O:50])N(CC1C=C(Cl)C=CC=1S(CC)(=O)=O)C2=O, predict the reaction product. The product is: [Cl:38][C:12]1[C:11]([CH2:10][N:7]2[CH2:8][CH2:9][C@@H:5]([NH:4][C:1](=[O:3])[CH3:2])[CH2:6]2)=[C:32]([C:33]([F:34])([F:36])[F:35])[CH:31]=[C:14]2[C:13]=1[NH:37][C:47](=[O:50])[N:17]([CH2:18][C:19]1[CH:24]=[C:23]([Cl:25])[CH:22]=[CH:21][C:20]=1[S:26]([CH2:29][CH3:30])(=[O:27])=[O:28])[C:15]2=[O:16]. (3) Given the reactants [F:1][C:2]([F:10])([F:9])[CH2:3][CH2:4][S:5](Cl)(=[O:7])=[O:6].[Cl:11][C:12]1[CH:17]=[C:16]([Cl:18])[CH:15]=[CH:14][C:13]=1[N:19]1[C:23]([C:24]2[CH:29]=[CH:28][C:27](O)=[CH:26][CH:25]=2)=[C:22]([CH3:31])[C:21]([C:32]([NH:34][C:35]2[CH:40]=[CH:39][C:38]([F:41])=[CH:37][N:36]=2)=[O:33])=[N:20]1.[OH2:42], predict the reaction product. The product is: [F:1][C:2]([F:10])([F:9])[CH2:3][CH2:4][S:5]([O:42][C:24]1([C:23]2[N:19]([C:13]3[CH:14]=[CH:15][C:16]([Cl:18])=[CH:17][C:12]=3[Cl:11])[N:20]=[C:21]([C:32]([NH:34][C:35]3[CH:40]=[CH:39][C:38]([F:41])=[CH:37][N:36]=3)=[O:33])[C:22]=2[CH3:31])[CH:25]=[CH:26][CH:27]=[CH:28][CH2:29]1)(=[O:7])=[O:6]. (4) Given the reactants [H-].[Na+].[CH2:3]([OH:8])[C:4]#[C:5][CH2:6][CH3:7].Cl[C:10]1[CH:15]=[C:14]([O:16][CH2:17][C:18]#[CH:19])[N:13]=[CH:12][N:11]=1.[Cl-].[NH4+], predict the reaction product. The product is: [CH2:3]([O:8][C:10]1[CH:15]=[C:14]([O:16][CH2:17][C:18]#[CH:19])[N:13]=[CH:12][N:11]=1)[C:4]#[C:5][CH2:6][CH3:7]. (5) The product is: [CH:1]1([C:4]2[N:8]=[C:7]([C:9]3[C:10]4[CH2:18][CH2:17][C:16]([F:20])([F:19])[CH2:15][C:11]=4[S:12][C:13]=3[NH:14][C:29]([C:21]3[CH2:25][CH2:24][CH2:23][C:22]=3[C:26]([OH:28])=[O:27])=[O:30])[O:6][N:5]=2)[CH2:3][CH2:2]1. Given the reactants [CH:1]1([C:4]2[N:8]=[C:7]([C:9]3[C:10]4[CH2:18][CH2:17][C:16]([F:20])([F:19])[CH2:15][C:11]=4[S:12][C:13]=3[NH2:14])[O:6][N:5]=2)[CH2:3][CH2:2]1.[C:21]12[C:29](=[O:30])[O:28][C:26](=[O:27])[C:22]=1[CH2:23][CH2:24][CH2:25]2, predict the reaction product. (6) Given the reactants [H-].[Na+].Br[C:4]1[CH:9]=[CH:8][N:7]=[C:6]2[NH:10][C:11]([CH3:13])=[CH:12][C:5]=12.C([Li])CCC.C([O:22][B:23](OC(C)C)[O:24]C(C)C)(C)C, predict the reaction product. The product is: [CH3:13][C:11]1[NH:10][C:6]2=[N:7][CH:8]=[CH:9][C:4]([B:23]([OH:24])[OH:22])=[C:5]2[CH:12]=1.